Predict the reactants needed to synthesize the given product. From a dataset of Full USPTO retrosynthesis dataset with 1.9M reactions from patents (1976-2016). Given the product [C:29]12([CH2:39][NH:40][C:41](=[O:50])[C:42]3[C:47]([Cl:48])=[CH:46][N:45]=[C:44]([CH2:12][CH2:11][CH2:10][O:13][Si:14]([C:17]([CH3:20])([CH3:19])[CH3:18])([CH3:15])[CH3:16])[CH:43]=3)[CH2:30][CH:31]3[CH2:32][CH:33]([CH2:34][CH:35]([CH2:37]3)[CH2:36]1)[CH2:38]2, predict the reactants needed to synthesize it. The reactants are: C12BC(CCC1)CCC2.[CH2:10]([O:13][Si:14]([C:17]([CH3:20])([CH3:19])[CH3:18])([CH3:16])[CH3:15])[CH:11]=[CH2:12].P([O-])([O-])([O-])=O.[K+].[K+].[K+].[C:29]12([CH2:39][NH:40][C:41](=[O:50])[C:42]3[C:47]([Cl:48])=[CH:46][N:45]=[C:44](Cl)[CH:43]=3)[CH2:38][CH:33]3[CH2:34][CH:35]([CH2:37][CH:31]([CH2:32]3)[CH2:30]1)[CH2:36]2.